From a dataset of Reaction yield outcomes from USPTO patents with 853,638 reactions. Predict the reaction yield, written as a fraction of the theoretical maximum amount of product (1.0 means a 100% yield; for example, 0.34 means a 34% yield). (1) The reactants are [F:1][C:2]1[C:3]([C:16]2[CH2:17][CH2:18][N:19]([CH:22]3[CH2:25][O:24][CH2:23]3)[CH2:20][CH:21]=2)=[C:4]([NH:8][C:9](=[O:15])[O:10][C:11]([CH3:14])([CH3:13])[CH3:12])[CH:5]=[N:6][CH:7]=1.CCOC(C)=O. The catalyst is CCO.[Pd]. The product is [F:1][C:2]1[C:3]([CH:16]2[CH2:17][CH2:18][N:19]([CH:22]3[CH2:25][O:24][CH2:23]3)[CH2:20][CH2:21]2)=[C:4]([NH:8][C:9](=[O:15])[O:10][C:11]([CH3:14])([CH3:13])[CH3:12])[CH:5]=[N:6][CH:7]=1. The yield is 0.970. (2) The reactants are [O:1]=[C:2]1[C:11]2[C:6](=[CH:7][CH:8]=[CH:9][CH:10]=2)[C:5]([CH2:12][C:13]2[CH:14]=[C:15]([CH:19]=[CH:20][CH:21]=2)C(O)=O)=[N:4][NH:3]1.[N:22]1([C:29](OC(C)(C)C)=[O:30])[CH2:28][CH2:27][CH2:26][NH:25][CH2:24][CH2:23]1. No catalyst specified. The product is [N:22]1([C:29]([C:15]2[CH:14]=[C:13]([CH:21]=[CH:20][CH:19]=2)[CH2:12][C:5]2[C:6]3[C:11](=[CH:10][CH:9]=[CH:8][CH:7]=3)[C:2](=[O:1])[NH:3][N:4]=2)=[O:30])[CH2:28][CH2:27][CH2:26][NH:25][CH2:24][CH2:23]1. The yield is 0.970. (3) The reactants are [NH:1]1[C:9]2[C:4](=[CH:5][CH:6]=[CH:7][CH:8]=2)[CH:3]=[C:2]1[C:10](O)=[O:11].[H-].[H-].[H-].[H-].[Li+].[Al+3]. The catalyst is C1COCC1. The product is [OH:11][CH2:10][C:2]1[NH:1][C:9]2[C:4]([CH:3]=1)=[CH:5][CH:6]=[CH:7][CH:8]=2. The yield is 0.810. (4) The reactants are [CH3:1][C:2]1[CH:3]=[C:4]([OH:9])[C:5]([OH:8])=[CH:6][CH:7]=1.C(=O)([O-])[O-].[K+].[K+].Br[CH2:17][CH2:18]Br. The catalyst is CC(C)=O. The product is [CH3:1][C:2]1[CH:7]=[CH:6][C:5]2[O:8][CH2:17][CH2:18][O:9][C:4]=2[CH:3]=1. The yield is 0.540. (5) The reactants are [NH2:1][C:2]1[CH:3]=[N:4][CH:5]=[C:6]([Cl:9])[C:7]=1[OH:8].[Cl:10][C:11]1[CH:12]=[C:13]([CH2:18][S:19](Cl)(=[O:21])=[O:20])[CH:14]=[C:15]([Cl:17])[CH:16]=1.S(Cl)(Cl)(=O)=O.Cl. The catalyst is CN(C)C1C=CN=CC=1.N1C=CC=CC=1. The product is [Cl:9][C:6]1[C:7]([OH:8])=[C:2]([NH:1][S:19]([CH2:18][C:13]2[CH:14]=[C:15]([Cl:17])[CH:16]=[C:11]([Cl:10])[CH:12]=2)(=[O:21])=[O:20])[CH:3]=[N:4][CH:5]=1. The yield is 0.0700. (6) The reactants are Br[C:2]1[C:3]([NH2:22])=[N:4][CH:5]=[C:6]([C:8]2[CH:13]=[CH:12][C:11]([O:14][Si:15]([C:18]([CH3:21])([CH3:20])[CH3:19])([CH3:17])[CH3:16])=[CH:10][CH:9]=2)[N:7]=1.[CH:23]1[C:32]2[C:27](=[CH:28][CH:29]=[CH:30][CH:31]=2)[CH:26]=[CH:25][C:24]=1B(O)O.C([O-])([O-])=O.[Na+].[Na+].O. The catalyst is C1(C)C=CC=CC=1.C(O)C.Cl[Pd](Cl)([P](C1C=CC=CC=1)(C1C=CC=CC=1)C1C=CC=CC=1)[P](C1C=CC=CC=1)(C1C=CC=CC=1)C1C=CC=CC=1. The product is [Si:15]([O:14][C:11]1[CH:12]=[CH:13][C:8]([C:6]2[N:7]=[C:2]([C:25]3[CH:24]=[CH:23][C:32]4[C:27](=[CH:28][CH:29]=[CH:30][CH:31]=4)[CH:26]=3)[C:3]([NH2:22])=[N:4][CH:5]=2)=[CH:9][CH:10]=1)([C:18]([CH3:21])([CH3:20])[CH3:19])([CH3:17])[CH3:16]. The yield is 0.922. (7) The reactants are Br.C(O)(=O)C.C([O:13][C:14]1[C:32]([O:33][CH:34]2[CH2:39][CH2:38][CH2:37][CH2:36][CH2:35]2)=[CH:31][C:17]([C:18]([NH:20][C:21]2[CH:30]=[CH:29][C:24]([C:25]([O:27][CH3:28])=[O:26])=[CH:23][CH:22]=2)=[O:19])=[CH:16][C:15]=1[Cl:40])C1C=CC=CC=1. The catalyst is C(O)(C(F)(F)F)=O. The product is [Cl:40][C:15]1[CH:16]=[C:17]([CH:31]=[C:32]([O:33][CH:34]2[CH2:39][CH2:38][CH2:37][CH2:36][CH2:35]2)[C:14]=1[OH:13])[C:18]([NH:20][C:21]1[CH:22]=[CH:23][C:24]([C:25]([O:27][CH3:28])=[O:26])=[CH:29][CH:30]=1)=[O:19]. The yield is 0.920. (8) The reactants are Cl.[Cl:2][C:3]1[CH:14]=[CH:13][C:6]([CH2:7][O:8][CH2:9][CH:10]([NH2:12])[CH3:11])=[CH:5][CH:4]=1.C(=O)([O-])[O-].[K+].[K+].[NH2:21][C:22]1[NH:27][C:26](Cl)([CH:28]([CH3:30])[CH3:29])[N:25]=[CH:24][N:23]=1. No catalyst specified. The product is [NH2:21][C:22]1[N:27]=[C:26]([CH:28]([CH3:30])[CH3:29])[N:25]=[C:24]([NH:12][CH:10]([CH3:11])[CH2:9][O:8][CH2:7][C:6]2[CH:5]=[CH:4][C:3]([Cl:2])=[CH:14][CH:13]=2)[N:23]=1. The yield is 0.890. (9) The reactants are [Br:1][C:2]1[CH:7]=[CH:6][C:5]([CH2:8][OH:9])=[CH:4][C:3]=1[S:10]([NH:13][C:14]([CH3:17])([CH3:16])[CH3:15])(=[O:12])=[O:11].[C:18]([Si:22](Cl)([CH3:24])[CH3:23])([CH3:21])([CH3:20])[CH3:19].N1C=CN=C1. The catalyst is C(#N)C.O. The product is [Br:1][C:2]1[CH:7]=[CH:6][C:5]([CH2:8][O:9][Si:22]([C:18]([CH3:21])([CH3:20])[CH3:19])([CH3:24])[CH3:23])=[CH:4][C:3]=1[S:10]([NH:13][C:14]([CH3:17])([CH3:16])[CH3:15])(=[O:11])=[O:12]. The yield is 0.960. (10) The reactants are [OH-].[Na+].[Cl:3][C:4]1[CH:26]=[C:25]([C:27]([NH:29][CH2:30][C:31]2[CH:36]=[CH:35][CH:34]=[C:33]([O:37]C(C3C=CSC=3)=O)[CH:32]=2)=[O:28])[CH:24]=[C:23]([CH3:45])[C:5]=1[C:6]([NH:8][C@H:9]([C:19]([O:21]C)=[O:20])[CH2:10][NH:11][C:12]([C:14]1[CH:18]=[CH:17][S:16][CH:15]=1)=[O:13])=[O:7]. The catalyst is CO. The product is [Cl:3][C:4]1[CH:26]=[C:25]([C:27]([NH:29][CH2:30][C:31]2[CH:36]=[CH:35][CH:34]=[C:33]([OH:37])[CH:32]=2)=[O:28])[CH:24]=[C:23]([CH3:45])[C:5]=1[C:6]([NH:8][C@H:9]([C:19]([OH:21])=[O:20])[CH2:10][NH:11][C:12]([C:14]1[CH:18]=[CH:17][S:16][CH:15]=1)=[O:13])=[O:7]. The yield is 0.590.